This data is from Forward reaction prediction with 1.9M reactions from USPTO patents (1976-2016). The task is: Predict the product of the given reaction. (1) Given the reactants [CH2:1]([O:8][N:9]1[C:15](=[O:16])[N:14]2[CH2:17][C@H:10]1[CH2:11][CH2:12][C@H:13]2[C:18]([OH:20])=O)[C:2]1[CH:7]=[CH:6][CH:5]=[CH:4][CH:3]=1.[NH2:21][O:22][CH2:23][CH2:24][NH:25][S:26]([NH:29][C:30](=[O:36])[O:31][C:32]([CH3:35])([CH3:34])[CH3:33])(=[O:28])=[O:27].ON1C2C=CC=CC=2N=N1.Cl.C(N=C=NCCCN(C)C)C, predict the reaction product. The product is: [C:32]([O:31][C:30](=[O:36])[NH:29][S:26](=[O:28])(=[O:27])[NH:25][CH2:24][CH2:23][O:22][NH:21][C:18]([C@@H:13]1[CH2:12][CH2:11][C@@H:10]2[CH2:17][N:14]1[C:15](=[O:16])[N:9]2[O:8][CH2:1][C:2]1[CH:3]=[CH:4][CH:5]=[CH:6][CH:7]=1)=[O:20])([CH3:35])([CH3:33])[CH3:34]. (2) Given the reactants CC(C)([O-])C.[K+].[Cl:7][C:8]1[CH:13]=[C:12]([OH:14])[CH:11]=[CH:10][C:9]=1[CH:15]([CH3:34])[C:16]([C:22]1[CH:33]=[CH:32][C:25]2[N:26]([CH3:31])[C:27](=[O:30])[N:28]([CH3:29])[C:24]=2[CH:23]=1)([OH:21])[C:17]([F:20])([F:19])[F:18].Cl[C:36]1[N:45]=[CH:44][C:43]([Cl:46])=[CH:42][C:37]=1[C:38]([O:40][CH3:41])=[O:39].C(O)=O, predict the reaction product. The product is: [CH3:41][O:40][C:38](=[O:39])[C:37]1[CH:42]=[C:43]([Cl:46])[CH:44]=[N:45][C:36]=1[O:14][C:12]1[CH:11]=[CH:10][C:9]([CH:15]([CH3:34])[C:16]([C:22]2[CH:33]=[CH:32][C:25]3[N:26]([CH3:31])[C:27](=[O:30])[N:28]([CH3:29])[C:24]=3[CH:23]=2)([OH:21])[C:17]([F:18])([F:19])[F:20])=[C:8]([Cl:7])[CH:13]=1.